This data is from Reaction yield outcomes from USPTO patents with 853,638 reactions. The task is: Predict the reaction yield, written as a fraction of the theoretical maximum amount of product (1.0 means a 100% yield; for example, 0.34 means a 34% yield). (1) The reactants are C(NC(C)C)(C)C.[CH2:8]([Li])[CH2:9][CH2:10][CH3:11].[CH3:13][O:14][C:15]([CH:17]1[CH2:22][CH2:21][O:20][CH2:19][CH2:18]1)=[O:16].BrC=CCC. The catalyst is C1COCC1.CCCCCC.CN(P(N(C)C)(N(C)C)=O)C. The product is [CH3:13][O:14][C:15]([C:17]1([CH2:11][CH2:10][CH:9]=[CH2:8])[CH2:22][CH2:21][O:20][CH2:19][CH2:18]1)=[O:16]. The yield is 0.870. (2) The reactants are C(Cl)CCl.[NH2:5][C:6]1[N:11]=[CH:10][C:9](/[CH:12]=[CH:13]/[C:14]([OH:16])=O)=[CH:8][CH:7]=1.[CH3:17][N:18]1[C:26]2[C:21](=[CH:22][CH:23]=[CH:24][CH:25]=2)[C:20]([CH2:27][NH:28][CH3:29])=[N:19]1.C1C=CC2N(O)N=NC=2C=1.O.CCN(CC)CC. The catalyst is CN(C=O)C. The product is [NH2:5][C:6]1[N:11]=[CH:10][C:9](/[CH:12]=[CH:13]/[C:14]([N:28]([CH3:29])[CH2:27][C:20]2[C:21]3[C:26](=[CH:25][CH:24]=[CH:23][CH:22]=3)[N:18]([CH3:17])[N:19]=2)=[O:16])=[CH:8][CH:7]=1. The yield is 0.740. (3) The reactants are F.F.F.C(N(CC)CC)C.C(N(CC)CC)C.[Si]([O:35][CH2:36][C@H:37]1[O:41][C@@H:40]([N:42]2[CH:49]=[C:48]([CH3:50])[C:46](=[O:47])[NH:45][C:43]2=[O:44])[C@H:39]([O:51][CH2:52][CH2:53][O:54][N:55]([CH3:57])[CH3:56])[C@@H:38]1[OH:58])(C(C)(C)C)(C1C=CC=CC=1)C1C=CC=CC=1.CO. The catalyst is C1COCC1.C(Cl)Cl. The product is [CH3:56][N:55]([CH3:57])[O:54][CH2:53][CH2:52][O:51][C@@H:39]1[C@H:38]([OH:58])[C@@H:37]([CH2:36][OH:35])[O:41][C@H:40]1[N:42]1[CH:49]=[C:48]([CH3:50])[C:46](=[O:47])[NH:45][C:43]1=[O:44]. The yield is 0.925. (4) The reactants are Cl[C:2]1[C:10]([Cl:11])=[CH:9][CH:8]=[CH:7][C:3]=1[C:4]([OH:6])=[O:5].O.[NH3:13]. The catalyst is [Cu]Cl. The product is [NH2:13][C:2]1[C:10]([Cl:11])=[CH:9][CH:8]=[CH:7][C:3]=1[C:4]([OH:6])=[O:5]. The yield is 0.710. (5) The reactants are C(O[CH:4]=[C:5]1[C:16]2[C:8](=[CH:9][CH:10]=[C:11]3[C:15]=2[S:14][CH:13]=[N:12]3)[NH:7][C:6]1=[O:17])C.[NH2:18][C:19]1[CH:24]=[CH:23][C:22]([S:25]([NH:28][C:29]([NH2:31])=[NH:30])(=[O:27])=[O:26])=[CH:21][CH:20]=1. No catalyst specified. The product is [NH2:31][C:29](=[NH:30])[NH:28][S:25]([C:22]1[CH:21]=[CH:20][C:19]([NH:18][CH:4]=[C:5]2[C:16]3[C:8](=[CH:9][CH:10]=[C:11]4[C:15]=3[S:14][CH:13]=[N:12]4)[NH:7][C:6]2=[O:17])=[CH:24][CH:23]=1)(=[O:27])=[O:26]. The yield is 0.260. (6) The reactants are [CH2:1]([S:3][C:4]1[CH:10]=[CH:9][C:7](N)=[CH:6][C:5]=1[CH3:11])[CH3:2].[ClH:12]. The catalyst is C(#N)C.[Cu](Cl)Cl. The product is [Cl:12][C:7]1[CH:9]=[CH:10][C:4]([S:3][CH2:1][CH3:2])=[C:5]([CH3:11])[CH:6]=1. The yield is 0.750. (7) The yield is 0.440. The catalyst is C1(C)C=CC=CC=1. The reactants are N1CCCCC1.[CH3:7][O:8][C:9]1[CH:10]=[C:11]([CH:14]=[CH:15][C:16]=1[O:17][CH2:18][C:19]1[CH:20]=[N:21][CH:22]=[CH:23][CH:24]=1)[CH:12]=O.C([CH2:28][C:29]([NH:31][C:32]1[CH:40]=[CH:39][CH:38]=[CH:37][C:33]=1[C:34]([OH:36])=[O:35])=[O:30])(O)=O.CC(O)=O. The product is [CH3:7][O:8][C:9]1[CH:10]=[C:11](/[CH:12]=[CH:28]/[C:29]([NH:31][C:32]2[CH:40]=[CH:39][CH:38]=[CH:37][C:33]=2[C:34]([OH:36])=[O:35])=[O:30])[CH:14]=[CH:15][C:16]=1[O:17][CH2:18][C:19]1[CH:20]=[N:21][CH:22]=[CH:23][CH:24]=1. (8) The reactants are [F:1][C:2]([F:59])([F:58])[C:3]([C:12]1[CH:17]=[CH:16][C:15](C(OC([C:15]2[CH:16]=[CH:17][C:12]([C:3]([O:8][CH2:9][O:10][CH3:11])([C:4]([F:6])([F:5])[F:7])[C:2]([F:58])([F:59])[F:1])=[CH:13][C:14]=2[CH2:55][CH2:56][CH3:57])C2C=CC=CC=2)C2C=CC=CC=2)=[C:14]([CH2:55][CH2:56][CH3:57])[CH:13]=1)([O:8][CH2:9][O:10][CH3:11])[C:4]([F:7])([F:6])[F:5].C[OH:61]. The catalyst is [C].[Pd]. The product is [F:59][C:2]([F:1])([F:58])[C:3]([C:12]1[CH:17]=[CH:16][C:15]([OH:61])=[C:14]([CH2:55][CH2:56][CH3:57])[CH:13]=1)([O:8][CH2:9][O:10][CH3:11])[C:4]([F:7])([F:5])[F:6]. The yield is 1.00. (9) The reactants are [CH3:1][O:2][C:3]([C:5]1[S:6][CH:7]=[CH:8][C:9]=1[NH2:10])=[O:4].[NH:11]1[C:15]2[N:16]=[CH:17][CH:18]=[C:19]([CH:20]=O)[C:14]=2[CH:13]=[CH:12]1.C([SiH](CC)CC)C.[OH-].[Na+].C([O-])(O)=O.[Na+]. The catalyst is C(O)(C(F)(F)F)=O.C(Cl)Cl. The product is [NH:11]1[C:15]2=[N:16][CH:17]=[CH:18][C:19]([CH2:20][NH:10][C:9]3[CH:8]=[CH:7][S:6][C:5]=3[C:3]([O:2][CH3:1])=[O:4])=[C:14]2[CH:13]=[CH:12]1. The yield is 0.490. (10) The yield is 0.820. No catalyst specified. The product is [C:3]([C:5]1[CH:14]=[CH:13][C:12]2[CH2:11][CH:10]([C:15]([OH:17])=[O:16])[CH2:9][CH2:8][C:7]=2[N:6]=1)#[N:4]. The reactants are [I-].[Li+].[C:3]([C:5]1[CH:14]=[CH:13][C:12]2[CH2:11][CH:10]([C:15]([O:17]C)=[O:16])[CH2:9][CH2:8][C:7]=2[N:6]=1)#[N:4].N1C=CC=CC=1.